This data is from Ames mutagenicity test results for genotoxicity prediction. The task is: Regression/Classification. Given a drug SMILES string, predict its toxicity properties. Task type varies by dataset: regression for continuous values (e.g., LD50, hERG inhibition percentage) or binary classification for toxic/non-toxic outcomes (e.g., AMES mutagenicity, cardiotoxicity, hepatotoxicity). Dataset: ames. (1) The compound is CCCCCC(O)/C=C/C=O. The result is 0 (non-mutagenic). (2) The drug is NC(=O)/C(=C\c1ccc([N+](=O)[O-])o1)c1ccco1. The result is 1 (mutagenic). (3) The drug is Clc1c(Cl)c(Cl)c2c(Cl)c(Cl)c(Cl)c(Cl)c2c1Cl. The result is 0 (non-mutagenic). (4) The drug is Nc1nc(O)c2nc(CNc3ccc(C(=O)N[C@@H](CCC(=O)O)C(=O)O)cc3)cnc2n1. The result is 0 (non-mutagenic). (5) The drug is O=C(CBr)NCc1ccccc1. The result is 1 (mutagenic). (6) The compound is CN(C(=O)CCl)c1snc2ccccc12. The result is 0 (non-mutagenic). (7) The compound is Cc1c2ccccc2c(CBr)c2c1ccc1ccccc12. The result is 1 (mutagenic). (8) The molecule is C=CC1CN2CCC1CC2C(OC(=O)C(C)O)c1ccnc2ccc(OC)cc12. The result is 0 (non-mutagenic).